This data is from Catalyst prediction with 721,799 reactions and 888 catalyst types from USPTO. The task is: Predict which catalyst facilitates the given reaction. (1) Reactant: [ClH:1].[OH:2][C@H:3]([CH3:22])[C@H:4]([NH:14]C(=O)OC(C)(C)C)[C:5]1[CH:10]=[C:9]([F:11])[C:8]([F:12])=[C:7]([F:13])[CH:6]=1.CCCCCC. Product: [ClH:1].[NH2:14][C@H:4]([C:5]1[CH:6]=[C:7]([F:13])[C:8]([F:12])=[C:9]([F:11])[CH:10]=1)[C@H:3]([OH:2])[CH3:22]. The catalyst class is: 12. (2) Reactant: Cl[C:2]1[N:7]=[C:6]([NH:8][C:9]2[CH:13]=[C:12]([CH3:14])[NH:11][N:10]=2)[CH:5]=[CH:4][N:3]=1.Cl.O1CCCCC1[N:22]1[C:26]2[CH:27]=[CH:28][C:29]([C@@H:31]([NH2:33])[CH3:32])=[CH:30][C:25]=2[N:24]=[CH:23]1. Product: [NH:22]1[C:26]2[CH:27]=[CH:28][C:29]([C@@H:31]([NH:33][C:2]3[N:7]=[C:6]([NH:8][C:9]4[CH:13]=[C:12]([CH3:14])[NH:11][N:10]=4)[CH:5]=[CH:4][N:3]=3)[CH3:32])=[CH:30][C:25]=2[N:24]=[CH:23]1. The catalyst class is: 114. (3) Reactant: [CH2:1]([O:3][P:4](/[CH:9]=[CH:10]/[C:11]1[C:12]([O:22][CH2:23][C:24]2[CH:44]=[CH:43][C:27]([O:28][CH2:29][C:30]3[N:31]=[C:32](/[CH:36]=[CH:37]/[C:38]([O:40]CC)=[O:39])[O:33][C:34]=3[CH3:35])=[C:26]([O:45][CH3:46])[CH:25]=2)=[N:13][N:14]([C:16]2[CH:21]=[CH:20][CH:19]=[CH:18][CH:17]=2)[CH:15]=1)([O:6][CH2:7][CH3:8])=[O:5])[CH3:2].O1CCCC1.[OH-].[Na+].Cl. Product: [CH2:7]([O:6][P:4](/[CH:9]=[CH:10]/[C:11]1[C:12]([O:22][CH2:23][C:24]2[CH:44]=[CH:43][C:27]([O:28][CH2:29][C:30]3[N:31]=[C:32](/[CH:36]=[CH:37]/[C:38]([OH:40])=[O:39])[O:33][C:34]=3[CH3:35])=[C:26]([O:45][CH3:46])[CH:25]=2)=[N:13][N:14]([C:16]2[CH:21]=[CH:20][CH:19]=[CH:18][CH:17]=2)[CH:15]=1)([O:3][CH2:1][CH3:2])=[O:5])[CH3:8]. The catalyst class is: 97. (4) Reactant: CN(OC)[C:3](=[O:17])[C@H:4]([CH2:13][CH:14]([CH3:16])[CH3:15])[NH:5][C:6]([O:8][C:9]([CH3:12])([CH3:11])[CH3:10])=[O:7].[H-].[H-].[H-].[H-].[Li+].[Al+3]. Product: [C:6]([NH:5][C@H:4]([CH:3]=[O:17])[CH2:13][CH:14]([CH3:15])[CH3:16])([O:8][C:9]([CH3:10])([CH3:12])[CH3:11])=[O:7]. The catalyst class is: 28.